Dataset: Catalyst prediction with 721,799 reactions and 888 catalyst types from USPTO. Task: Predict which catalyst facilitates the given reaction. (1) Reactant: [CH2:1](OC(OCC)OCC)C.[NH2:11][C:12]1[CH:33]=[C:32]([N:34]2[CH2:39][CH2:38][N:37]([CH3:40])[CH2:36][CH2:35]2)[CH:31]=[CH:30][C:13]=1[C:14]([NH:16][C:17]1[CH:22]=[C:21]([C:23]([NH:25][CH:26]2[CH2:28][CH2:27]2)=[O:24])[CH:20]=[CH:19][C:18]=1[CH3:29])=[O:15].Cl.C(=O)(O)[O-].[Na+]. Product: [CH:26]1([NH:25][C:23](=[O:24])[C:21]2[CH:20]=[CH:19][C:18]([CH3:29])=[C:17]([N:16]3[C:14](=[O:15])[C:13]4[C:12](=[CH:33][C:32]([N:34]5[CH2:35][CH2:36][N:37]([CH3:40])[CH2:38][CH2:39]5)=[CH:31][CH:30]=4)[N:11]=[CH:1]3)[CH:22]=2)[CH2:28][CH2:27]1. The catalyst class is: 212. (2) Reactant: [Cr](Cl)([O-])(=O)=O.[NH+]1C=CC=CC=1.[C:12]([Si:16]([CH3:44])([CH3:43])[O:17][CH2:18][CH2:19][C:20]1([C@@H:25]2[C@:33]3([CH3:34])[C@H:28]([C@@H:29]([O:35][Si:36]([C:39]([CH3:42])([CH3:41])[CH3:40])([CH3:38])[CH3:37])[CH2:30][CH2:31][CH2:32]3)[CH2:27][CH2:26]2)[CH2:22][CH:21]1[CH2:23][OH:24])([CH3:15])([CH3:14])[CH3:13]. Product: [C:12]([Si:16]([CH3:44])([CH3:43])[O:17][CH2:18][CH2:19][C:20]1([C@@H:25]2[C@:33]3([CH3:34])[C@H:28]([C@@H:29]([O:35][Si:36]([C:39]([CH3:42])([CH3:41])[CH3:40])([CH3:37])[CH3:38])[CH2:30][CH2:31][CH2:32]3)[CH2:27][CH2:26]2)[CH2:22][CH:21]1[CH:23]=[O:24])([CH3:15])([CH3:14])[CH3:13]. The catalyst class is: 4.